Dataset: Reaction yield outcomes from USPTO patents with 853,638 reactions. Task: Predict the reaction yield, written as a fraction of the theoretical maximum amount of product (1.0 means a 100% yield; for example, 0.34 means a 34% yield). (1) The reactants are [N+:1]([C:4]1[CH:5]=[C:6]2[CH2:15][CH2:14][CH2:13][C:8]3=[N:9][NH:10][C:11]([CH:12]=1)=[C:7]23)([O-:3])=[O:2].[O-]CC.[Na+].[CH2:20]1[O:23][CH:21]1[CH3:22].[Cl-].[NH4+]. The catalyst is C(O)C. The product is [N+:1]([C:4]1[CH:5]=[C:6]2[CH2:15][CH2:14][CH2:13][C:8]3=[N:9][N:10]([CH2:20][CH:21]([OH:23])[CH3:22])[C:11]([CH:12]=1)=[C:7]23)([O-:3])=[O:2]. The yield is 0.320. (2) The catalyst is CO. The yield is 0.320. The reactants are [F:1][C:2]([F:29])([C:22]1[CH:27]=[CH:26][C:25]([F:28])=[CH:24][CH:23]=1)[C:3]1[N:4]=[C:5]([NH:15][C:16]2[CH:20]=[C:19]([CH3:21])[NH:18][N:17]=2)[C:6]2[S:11][C:10](S(C)=O)=[N:9][C:7]=2[N:8]=1.[C:30](=O)([O-])[O-:31].[K+].[K+]. The product is [F:1][C:2]([F:29])([C:22]1[CH:27]=[CH:26][C:25]([F:28])=[CH:24][CH:23]=1)[C:3]1[N:4]=[C:5]([NH:15][C:16]2[CH:20]=[C:19]([CH3:21])[NH:18][N:17]=2)[C:6]2[S:11][C:10]([O:31][CH3:30])=[N:9][C:7]=2[N:8]=1. (3) The reactants are [ClH:1].[CH2:2]([C:6]1[N:7]=[C:8]([NH2:11])[NH:9][CH:10]=1)[CH2:3][C:4]#[CH:5].[N:12]([CH2:15][C:16]1[C:24]2[C:19](=[CH:20][CH:21]=[CH:22][CH:23]=2)[NH:18][CH:17]=1)=[N+:13]=[N-:14]. No catalyst specified. The product is [ClH:1].[NH:18]1[C:19]2[C:24](=[CH:23][CH:22]=[CH:21][CH:20]=2)[C:16]([CH2:15][N:12]2[CH:5]=[C:4]([CH2:3][CH2:2][C:6]3[N:7]=[C:8]([NH2:11])[NH:9][CH:10]=3)[N:14]=[N:13]2)=[CH:17]1. The yield is 0.580.